From a dataset of NCI-60 drug combinations with 297,098 pairs across 59 cell lines. Regression. Given two drug SMILES strings and cell line genomic features, predict the synergy score measuring deviation from expected non-interaction effect. (1) Synergy scores: CSS=66.5, Synergy_ZIP=-4.19, Synergy_Bliss=-3.50, Synergy_Loewe=-11.3, Synergy_HSA=-0.447. Drug 1: CC=C1C(=O)NC(C(=O)OC2CC(=O)NC(C(=O)NC(CSSCCC=C2)C(=O)N1)C(C)C)C(C)C. Drug 2: C1CCC(C(C1)N)N.C(=O)(C(=O)[O-])[O-].[Pt+4]. Cell line: U251. (2) Drug 1: C1=CN(C=N1)CC(O)(P(=O)(O)O)P(=O)(O)O. Drug 2: CC12CCC3C(C1CCC2OP(=O)(O)O)CCC4=C3C=CC(=C4)OC(=O)N(CCCl)CCCl.[Na+]. Cell line: IGROV1. Synergy scores: CSS=1.74, Synergy_ZIP=-5.08, Synergy_Bliss=-6.59, Synergy_Loewe=-8.22, Synergy_HSA=-8.11. (3) Drug 1: C1=CC(=CC=C1C#N)C(C2=CC=C(C=C2)C#N)N3C=NC=N3. Drug 2: CCC(=C(C1=CC=CC=C1)C2=CC=C(C=C2)OCCN(C)C)C3=CC=CC=C3.C(C(=O)O)C(CC(=O)O)(C(=O)O)O. Cell line: DU-145. Synergy scores: CSS=2.37, Synergy_ZIP=1.66, Synergy_Bliss=-0.829, Synergy_Loewe=-0.127, Synergy_HSA=-3.41. (4) Drug 1: CS(=O)(=O)OCCCCOS(=O)(=O)C. Drug 2: N.N.Cl[Pt+2]Cl. Cell line: NCI-H460. Synergy scores: CSS=79.5, Synergy_ZIP=1.90, Synergy_Bliss=1.85, Synergy_Loewe=2.07, Synergy_HSA=4.89. (5) Drug 1: CC1C(C(CC(O1)OC2CC(CC3=C2C(=C4C(=C3O)C(=O)C5=C(C4=O)C(=CC=C5)OC)O)(C(=O)C)O)N)O.Cl. Drug 2: C1=CC(=CC=C1C#N)C(C2=CC=C(C=C2)C#N)N3C=NC=N3. Cell line: MALME-3M. Synergy scores: CSS=17.0, Synergy_ZIP=-3.41, Synergy_Bliss=0.240, Synergy_Loewe=-20.4, Synergy_HSA=-2.34.